This data is from Full USPTO retrosynthesis dataset with 1.9M reactions from patents (1976-2016). The task is: Predict the reactants needed to synthesize the given product. Given the product [C:1]([O:5][C:6]([N:8]1[CH2:15][CH2:14][CH2:13][C@H:9]1[C:10]([N:16]1[CH2:20][CH2:19][CH2:18][CH2:17]1)=[O:12])=[O:7])([CH3:2])([CH3:3])[CH3:4], predict the reactants needed to synthesize it. The reactants are: [C:1]([O:5][C:6]([N:8]1[CH2:15][CH2:14][CH2:13][C@H:9]1[C:10]([OH:12])=O)=[O:7])([CH3:4])([CH3:3])[CH3:2].[NH:16]1[CH2:20][CH2:19][CH2:18][CH2:17]1.